Dataset: Forward reaction prediction with 1.9M reactions from USPTO patents (1976-2016). Task: Predict the product of the given reaction. (1) Given the reactants C(N(C(C)C)C(C)C)C.C1C=CC(N([S:17]([C:20]([F:23])([F:22])[F:21])(=[O:19])=[O:18])[S:17]([C:20]([F:23])([F:22])[F:21])(=[O:19])=[O:18])=CC=1.[OH:31][C:32]1[CH:37]=[CH:36][C:35]([C@H:38]2[CH2:43][CH2:42][C@H:41]([CH:44]([CH3:50])[C:45]([O:47][CH2:48][CH3:49])=[O:46])[CH2:40][CH2:39]2)=[CH:34][CH:33]=1.[OH-].[Na+], predict the reaction product. The product is: [F:21][C:20]([F:23])([F:22])[S:17]([O:31][C:32]1[CH:33]=[CH:34][C:35]([C@H:38]2[CH2:39][CH2:40][C@H:41]([CH:44]([CH3:50])[C:45]([O:47][CH2:48][CH3:49])=[O:46])[CH2:42][CH2:43]2)=[CH:36][CH:37]=1)(=[O:19])=[O:18]. (2) Given the reactants [C:1]([C:5]1[O:9][N:8]=[C:7]([NH:10][C:11]([NH:13][C:14]2[CH:19]=[CH:18][C:17]([C:20]3[N:24]4[CH:25]=[CH:26][C:27]([C:29]5[CH:34]=[CH:33][N:32]=[C:31]([CH2:35][CH2:36][CH:37](OCC)[O:38]CC)[CH:30]=5)=[CH:28][C:23]4=[N:22][CH:21]=3)=[CH:16][C:15]=2[F:44])=[O:12])[CH:6]=1)([CH3:4])([CH3:3])[CH3:2].[ClH:45], predict the reaction product. The product is: [ClH:45].[C:1]([C:5]1[O:9][N:8]=[C:7]([NH:10][C:11]([NH:13][C:14]2[CH:19]=[CH:18][C:17]([C:20]3[N:24]4[CH:25]=[CH:26][C:27]([C:29]5[CH:34]=[CH:33][N:32]=[C:31]([CH2:35][CH2:36][CH:37]=[O:38])[CH:30]=5)=[CH:28][C:23]4=[N:22][CH:21]=3)=[CH:16][C:15]=2[F:44])=[O:12])[CH:6]=1)([CH3:4])([CH3:2])[CH3:3]. (3) Given the reactants C1CN([P+]([O:17][N:18]2N=N[C:24]3[C:19]2=[CH:20][CH:21]=[CH:22][CH:23]=3)(N2CCCC2)N2CCCC2)CC1.F[P-](F)(F)(F)(F)F.[OH2:34].O[C:36]1[C:44]2[N:43]=NN[C:40]=2[CH:39]=[CH:38][CH:37]=1.[Cl-].[NH4+].C([N:50]([CH:53](C)C)CC)(C)C.C[N:57]([CH:59]=[O:60])C, predict the reaction product. The product is: [N+:18]([C:19]1[CH:20]=[CH:21][C:22]([C:59]([NH2:57])=[O:60])=[C:23]2[C:24]=1[CH:36]=[C:44]([C:40]1[CH:53]=[N:50][CH:37]=[CH:38][CH:39]=1)[NH:43]2)([O-:17])=[O:34]. (4) The product is: [Cl:3][CH:20]([C:21]1[CH:26]=[CH:25][C:24]([N:27]2[CH:31]=[C:30]([CH3:32])[N:29]=[CH:28]2)=[C:23]([O:33][CH3:34])[CH:22]=1)[CH:16]1[CH2:17][CH2:18][CH2:19][N:14]([CH2:12][C:9]2[CH:10]=[CH:11][C:6]([F:5])=[CH:7][CH:8]=2)[C:15]1=[O:36]. Given the reactants S(Cl)([Cl:3])=O.[F:5][C:6]1[CH:11]=[CH:10][C:9]([CH:12]([N:14]2[CH2:19][CH2:18][CH2:17][CH:16]([CH:20](O)[C:21]3[CH:26]=[CH:25][C:24]([N:27]4[CH:31]=[C:30]([CH3:32])[N:29]=[CH:28]4)=[C:23]([O:33][CH3:34])[CH:22]=3)[C:15]2=[O:36])C)=[CH:8][CH:7]=1.C(=O)(O)[O-].[Na+], predict the reaction product. (5) Given the reactants C([O:3][C:4]([C:6]1[N:7]=[C:8](I)[O:9][C:10]=1[C:11]1[CH:16]=[CH:15][C:14]([N:17]2[CH2:22][CH2:21][N:20]([C:23]([O:25][C:26]([CH3:29])([CH3:28])[CH3:27])=[O:24])[CH2:19][CH2:18]2)=[CH:13][CH:12]=1)=[O:5])C.[NH2:31][C:32]1[CH:33]=[N:34][N:35](C(OC(C)(C)C)=O)[CH:36]=1.C(=O)([O-])[O-].[Cs+].[Cs+].CC1(C)C2C=CC=C(P(C3C=CC=CC=3)C3C=CC=CC=3)C=2OC2C1=CC=CC=2P(C1C=CC=CC=1)C1C=CC=CC=1, predict the reaction product. The product is: [NH:34]1[CH:33]=[C:32]([NH:31][C:8]2[O:9][C:10]([C:11]3[CH:16]=[CH:15][C:14]([N:17]4[CH2:22][CH2:21][N:20]([C:23]([O:25][C:26]([CH3:29])([CH3:27])[CH3:28])=[O:24])[CH2:19][CH2:18]4)=[CH:13][CH:12]=3)=[C:6]([C:4]([OH:3])=[O:5])[N:7]=2)[CH:36]=[N:35]1. (6) The product is: [C:1]([O:5][C:6](=[O:37])[N:7]([CH2:12][C:13]1[N:17]([CH3:18])[C:16]([C:19]2[S:27][C:26]3[C:21](=[N:22][CH:23]=[CH:24][C:25]=3[O:28][C:29]3[CH:34]=[CH:33][C:32]([NH:35][C:50](=[O:51])[C:49]4[CH:53]=[CH:54][CH:55]=[CH:56][C:48]=4[F:47])=[CH:31][C:30]=3[F:36])[CH:20]=2)=[N:15][CH:14]=1)[CH2:8][CH2:9][O:10][CH3:11])([CH3:4])([CH3:2])[CH3:3]. Given the reactants [C:1]([O:5][C:6](=[O:37])[N:7]([CH2:12][C:13]1[N:17]([CH3:18])[C:16]([C:19]2[S:27][C:26]3[C:21](=[N:22][CH:23]=[CH:24][C:25]=3[O:28][C:29]3[CH:34]=[CH:33][C:32]([NH2:35])=[CH:31][C:30]=3[F:36])[CH:20]=2)=[N:15][CH:14]=1)[CH2:8][CH2:9][O:10][CH3:11])([CH3:4])([CH3:3])[CH3:2].CCN(C(C)C)C(C)C.[F:47][C:48]1[CH:56]=[CH:55][CH:54]=[CH:53][C:49]=1[C:50](Cl)=[O:51], predict the reaction product.